From a dataset of Retrosynthesis with 50K atom-mapped reactions and 10 reaction types from USPTO. Predict the reactants needed to synthesize the given product. Given the product C=CCC1(C)CCc2c(C)c(OCc3ccccc3)c(C)c(C)c2O1, predict the reactants needed to synthesize it. The reactants are: C=CC[Mg+].Cc1c(C)c2c(c(C)c1OCc1ccccc1)CCC(C)(Cl)O2.